Task: Predict which catalyst facilitates the given reaction.. Dataset: Catalyst prediction with 721,799 reactions and 888 catalyst types from USPTO (1) Reactant: [S:1]1[C:5]2[NH:6][C:7]([C:9]([NH2:11])=[O:10])=[CH:8][C:4]=2[CH:3]=[CH:2]1.[H-].[Na+].[C:14]1([S:20][S:20][C:14]2[CH:19]=[CH:18][CH:17]=[CH:16][CH:15]=2)[CH:19]=[CH:18][CH:17]=[CH:16][CH:15]=1.O. The catalyst class is: 42. Product: [C:14]1([S:20][C:8]2[C:4]3[CH:3]=[CH:2][S:1][C:5]=3[NH:6][C:7]=2[C:9]([NH2:11])=[O:10])[CH:19]=[CH:18][CH:17]=[CH:16][CH:15]=1. (2) The catalyst class is: 865. Reactant: Cl.[N:2]1[CH:7]=[CH:6][C:5]([CH:8]=[CH:9][C:10]2[CH:20]=[CH:19][C:13]([C:14]([O:16][CH2:17][CH3:18])=[O:15])=[CH:12][CH:11]=2)=[CH:4][CH:3]=1.[H][H]. Product: [NH:2]1[CH2:7][CH2:6][CH:5]([CH2:8][CH2:9][C:10]2[CH:11]=[CH:12][C:13]([C:14]([O:16][CH2:17][CH3:18])=[O:15])=[CH:19][CH:20]=2)[CH2:4][CH2:3]1. (3) Reactant: [CH2:1]([C:3]1[CH:4]=[C:5]([CH:8]=[C:9]([CH3:12])[C:10]=1[OH:11])[CH:6]=[O:7])[CH3:2].[CH2:13]([C:15]1[CH:20]=[CH:19][CH:18]=[C:17](C)[C:16]=1O)C.C(C1C=C(C=C(C)C=1O)C(NO)=N)C.C([O-])([O-])=O.[K+].[K+].C(Br)C1C=CC=CC=1. Product: [CH2:13]([O:11][C:10]1[C:9]([CH3:12])=[CH:8][C:5]([CH:6]=[O:7])=[CH:4][C:3]=1[CH2:1][CH3:2])[C:15]1[CH:20]=[CH:19][CH:18]=[CH:17][CH:16]=1. The catalyst class is: 47.